From a dataset of Full USPTO retrosynthesis dataset with 1.9M reactions from patents (1976-2016). Predict the reactants needed to synthesize the given product. (1) Given the product [NH2:13][C:14]1[N:19]([C:20]2[CH:25]=[CH:24][CH:23]=[C:22]([NH:26][C:8]([NH:7][CH:1]3[CH2:6][CH2:5][CH2:4][CH2:3][CH2:2]3)=[O:9])[CH:21]=2)[CH2:18][N:17]=[C:16]2[O:27][CH:28]=[CH:29][C:15]=12, predict the reactants needed to synthesize it. The reactants are: [CH:1]1([N:7]=[C:8]=[O:9])[CH2:6][CH2:5][CH2:4][CH2:3][CH2:2]1.[N-]=C=O.[NH2:13][C:14]1[N:19]([C:20]2[CH:25]=[CH:24][CH:23]=[C:22]([NH2:26])[CH:21]=2)[CH2:18][N:17]=[C:16]2[O:27][CH:28]=[CH:29][C:15]=12. (2) Given the product [F:1][C:2]1[CH:3]=[C:4]([C@@H:9]2[CH2:13][N:12]([CH2:14][CH2:15][O:16][CH3:17])[CH2:11][C@H:10]2[NH:18][C:19]([NH:21][C:22]2[N:26]([C:27]3[CH:32]=[CH:31][CH:30]=[CH:29][CH:28]=3)[N:25]=[C:24]([C:33]3[CH:34]=[N:35][NH:36][CH:37]=3)[C:23]=2[CH3:47])=[O:20])[CH:5]=[CH:6][C:7]=1[F:8], predict the reactants needed to synthesize it. The reactants are: [F:1][C:2]1[CH:3]=[C:4]([C@@H:9]2[CH2:13][N:12]([CH2:14][CH2:15][O:16][CH3:17])[CH2:11][C@H:10]2[NH:18][C:19]([NH:21][C:22]2[N:26]([C:27]3[CH:32]=[CH:31][CH:30]=[CH:29][CH:28]=3)[N:25]=[C:24]([C:33]3[CH:34]=[N:35][N:36](CC4C=CC(OC)=CC=4)[CH:37]=3)[C:23]=2[CH3:47])=[O:20])[CH:5]=[CH:6][C:7]=1[F:8].C(O)(C(F)(F)F)=O. (3) Given the product [F:19][C:16]1[CH:15]=[CH:14][C:13]([CH2:12][N:11]2[N:6]3[C@:5]4([CH2:10][C@H:9]4[CH2:8][CH2:7]3)[C:3]([OH:4])=[C:35]([C:30]3[NH:29][C:28]4[CH:39]=[CH:40][C:25]([NH:24][S:21]([CH3:20])(=[O:23])=[O:22])=[CH:26][C:27]=4[S:32](=[O:33])(=[O:34])[N:31]=3)[C:36]2=[O:37])=[CH:18][CH:17]=1, predict the reactants needed to synthesize it. The reactants are: CO[C:3]([C@:5]12[CH2:10][C@H:9]1[CH2:8][CH2:7][N:6]2[NH:11][CH2:12][C:13]1[CH:18]=[CH:17][C:16]([F:19])=[CH:15][CH:14]=1)=[O:4].[CH3:20][S:21]([NH:24][C:25]1[CH:40]=[CH:39][C:28]2[NH:29][C:30]([CH2:35][C:36](O)=[O:37])=[N:31][S:32](=[O:34])(=[O:33])[C:27]=2[CH:26]=1)(=[O:23])=[O:22].Cl.CN(C)CCCN=C=NCC.CN1CCOCC1.N12CCCN=C1CCCCC2. (4) The reactants are: [F:1][C:2]1[CH:3]=[C:4]([C:8]2[CH:13]=[CH:12][C:11]([C:14]([OH:16])=O)=[CH:10][CH:9]=2)[CH:5]=[CH:6][CH:7]=1.[S:17]1[CH2:22][CH2:21][N:20]([C:23]2[N:28]=[CH:27][C:26]([CH2:29][NH2:30])=[CH:25][CH:24]=2)[CH2:19][CH2:18]1.F[P-](F)(F)(F)(F)F.N1(OC(N(C)C)=[N+](C)C)C2N=CC=CC=2N=N1.CCN(C(C)C)C(C)C. Given the product [F:1][C:2]1[CH:3]=[C:4]([C:8]2[CH:9]=[CH:10][C:11]([C:14]([NH:30][CH2:29][C:26]3[CH:27]=[N:28][C:23]([N:20]4[CH2:21][CH2:22][S:17][CH2:18][CH2:19]4)=[CH:24][CH:25]=3)=[O:16])=[CH:12][CH:13]=2)[CH:5]=[CH:6][CH:7]=1, predict the reactants needed to synthesize it. (5) Given the product [Br:1][C:5]1[NH:6][CH:7]=[C:8]([N+:10]([O-:12])=[O:11])[N:9]=1, predict the reactants needed to synthesize it. The reactants are: [BrH:1].[N+]([C:5]1[NH:6][CH:7]=[C:8]([N+:10]([O-:12])=[O:11])[N:9]=1)([O-])=O.C(=O)([O-])O.[Na+]. (6) The reactants are: [CH2:1]([NH2:4])[C:2]#[CH:3].[O:5](C(OC(C)(C)C)=O)[C:6]([O:8][C:9]([CH3:12])([CH3:11])[CH3:10])=O. Given the product [C:9]([O:8][C:6](=[O:5])[NH:4][CH2:1][C:2]#[CH:3])([CH3:12])([CH3:11])[CH3:10], predict the reactants needed to synthesize it. (7) Given the product [CH:3]1([CH:6]([O:33][CH3:36])[C:7]2[N:11]([CH3:12])[C:10]3[CH:13]=[C:14]([N:17]4[CH:22]=[CH:21][C:20]([O:23][CH2:24][C:25]5[CH:30]=[CH:29][C:28]([F:31])=[CH:27][CH:26]=5)=[CH:19][C:18]4=[O:32])[CH:15]=[CH:16][C:9]=3[N:8]=2)[CH2:5][CH2:4]1, predict the reactants needed to synthesize it. The reactants are: [H-].[Na+].[CH:3]1([CH:6]([OH:33])[C:7]2[N:11]([CH3:12])[C:10]3[CH:13]=[C:14]([N:17]4[CH:22]=[CH:21][C:20]([O:23][CH2:24][C:25]5[CH:30]=[CH:29][C:28]([F:31])=[CH:27][CH:26]=5)=[CH:19][C:18]4=[O:32])[CH:15]=[CH:16][C:9]=3[N:8]=2)[CH2:5][CH2:4]1.IC.[CH3:36]N(C=O)C. (8) The reactants are: [CH:1]1([C:4]2[CH:9]=[CH:8][N:7]=[CH:6][C:5]=2[N:10]2[CH2:14][CH2:13][NH:12][C:11]2=[O:15])[CH2:3][CH2:2]1.[Cl:16][C:17]1[CH:22]=[C:21](Cl)[N:20]=[C:19]([CH3:24])[N:18]=1.CN[C@@H]1CCCC[C@H]1NC.P([O-])([O-])([O-])=O.[K+].[K+].[K+]. Given the product [Cl:16][C:17]1[N:18]=[C:19]([CH3:24])[N:20]=[C:21]([N:12]2[CH2:13][CH2:14][N:10]([C:5]3[CH:6]=[N:7][CH:8]=[CH:9][C:4]=3[CH:1]3[CH2:3][CH2:2]3)[C:11]2=[O:15])[CH:22]=1, predict the reactants needed to synthesize it. (9) Given the product [Cl:36][C:35]1[CH:34]=[CH:33][CH:32]=[C:31]([Cl:37])[C:30]=1[C:28]([NH:27][C@H:26]([C:38]([O:40][CH3:41])=[O:39])[CH2:25][C:24]1[CH:42]=[CH:43][C:21]([O:20][CH2:19][CH2:18][C:16]2[CH:15]=[CH:14][CH:13]=[C:12]([NH:11][CH2:10][CH2:9][N:8]([CH3:6])[CH3:49])[N:17]=2)=[CH:22][CH:23]=1)=[O:29], predict the reactants needed to synthesize it. The reactants are: C(O[C:6]([NH:8][CH2:9][CH2:10][NH:11][C:12]1[N:17]=[C:16]([CH2:18][CH2:19][O:20][C:21]2[CH:43]=[CH:42][C:24]([CH2:25][C@@H:26]([C:38]([O:40][CH3:41])=[O:39])[NH:27][C:28]([C:30]3[C:35]([Cl:36])=[CH:34][CH:33]=[CH:32][C:31]=3[Cl:37])=[O:29])=[CH:23][CH:22]=2)[CH:15]=[CH:14][CH:13]=1)=O)(C)(C)C.Cl.C=O.[BH-](OC(C)=O)(OC(C)=O)O[C:49](C)=O.[Na+].